This data is from Catalyst prediction with 721,799 reactions and 888 catalyst types from USPTO. The task is: Predict which catalyst facilitates the given reaction. (1) Reactant: [OH-].[K+].[Cl:3][C:4]1[C:5]([F:19])=[C:6]([NH:10][C:11](=[O:18])[C:12]2[CH:17]=[CH:16][CH:15]=[CH:14][CH:13]=2)[CH:7]=[CH:8][CH:9]=1.S(OC)(O[CH3:24])(=O)=O. Product: [Cl:3][C:4]1[C:5]([F:19])=[C:6]([N:10]([CH3:24])[C:11](=[O:18])[C:12]2[CH:17]=[CH:16][CH:15]=[CH:14][CH:13]=2)[CH:7]=[CH:8][CH:9]=1. The catalyst class is: 11. (2) Reactant: Cl.[NH2:2][OH:3].C(=O)([O-])O.[Na+].[CH3:9][O:10][C:11]1[CH:12]=[C:13]2[C:17](=[CH:18][CH:19]=1)[N:16]([CH2:20][C:21]1[N:26]=[C:25]([C:27]#[N:28])[CH:24]=[CH:23][CH:22]=1)[C:15]([C:29]1[CH:34]=[CH:33][CH:32]=[CH:31][CH:30]=1)=[CH:14]2.O. Product: [CH3:9][O:10][C:11]1[CH:12]=[C:13]2[C:17](=[CH:18][CH:19]=1)[N:16]([CH2:20][C:21]1[N:26]=[C:25]([C:27](=[N:2][OH:3])[NH2:28])[CH:24]=[CH:23][CH:22]=1)[C:15]([C:29]1[CH:34]=[CH:33][CH:32]=[CH:31][CH:30]=1)=[CH:14]2. The catalyst class is: 16. (3) Reactant: [Cl:1][C:2]1[N:7]=[CH:6][N:5]=[C:4]([NH2:8])[C:3]=1[C:9]1[CH:13]=[C:12]([Si](C)(C)C)[O:11][N:10]=1.[F-].[Cs+]. Product: [Cl:1][C:2]1[N:7]=[CH:6][N:5]=[C:4]([NH2:8])[C:3]=1[C:9]1[CH:13]=[CH:12][O:11][N:10]=1. The catalyst class is: 384. (4) Reactant: [CH2:1](I)[CH3:2].[Cl:4][C:5]1[CH:6]=[CH:7][C:8]([S:35]([CH2:38][CH3:39])(=[O:37])=[O:36])=[C:9]([CH:34]=1)[CH2:10][N:11]1[C:20](=[O:21])[C:19]2[C:14](=[CH:15][C:16]([CH2:26][N:27]3[CH2:32][CH2:31][NH:30][CH2:29][CH2:28]3)=[C:17]([C:22]([F:25])([F:24])[F:23])[CH:18]=2)[NH:13][C:12]1=[O:33].C(=O)([O-])[O-].[K+].[K+].C(OCC)(=O)C. Product: [Cl:4][C:5]1[CH:6]=[CH:7][C:8]([S:35]([CH2:38][CH3:39])(=[O:36])=[O:37])=[C:9]([CH:34]=1)[CH2:10][N:11]1[C:20](=[O:21])[C:19]2[C:14](=[CH:15][C:16]([CH2:26][N:27]3[CH2:32][CH2:31][N:30]([CH2:1][CH3:2])[CH2:29][CH2:28]3)=[C:17]([C:22]([F:25])([F:23])[F:24])[CH:18]=2)[NH:13][C:12]1=[O:33]. The catalyst class is: 3. (5) Reactant: [C:1]([O:5][C:6](=[O:29])[NH:7][C@@H:8]1[C@@H:13]([OH:14])[C@H:12]([CH2:15][C:16]2[CH:21]=[C:20](F)[C:19]([N+:23]([O-:25])=[O:24])=[C:18]([F:26])[CH:17]=2)[CH2:11][S:10](=[O:28])(=[O:27])[CH2:9]1)([CH3:4])([CH3:3])[CH3:2].[CH3:30][CH2:31][OH:32].[OH-].[K+]. Product: [C:1]([O:5][C:6](=[O:29])[NH:7][C@@H:8]1[C@@H:13]([OH:14])[C@H:12]([CH2:15][C:16]2[CH:17]=[C:18]([F:26])[C:19]([N+:23]([O-:25])=[O:24])=[C:20]([O:32][CH2:31][CH3:30])[CH:21]=2)[CH2:11][S:10](=[O:27])(=[O:28])[CH2:9]1)([CH3:3])([CH3:4])[CH3:2]. The catalyst class is: 1.